Dataset: Full USPTO retrosynthesis dataset with 1.9M reactions from patents (1976-2016). Task: Predict the reactants needed to synthesize the given product. Given the product [CH3:1][O:2][C:3](=[O:11])[C:4]1[CH:9]=[CH:8][CH:7]=[C:6]([O:10][CH2:21][C:20]([CH3:22])=[CH2:19])[CH:5]=1, predict the reactants needed to synthesize it. The reactants are: [CH3:1][O:2][C:3](=[O:11])[C:4]1[CH:9]=[CH:8][CH:7]=[C:6]([OH:10])[CH:5]=1.C([O-])([O-])=O.[K+].[K+].Cl[CH2:19][C:20]([CH3:22])=[CH2:21].